Dataset: Reaction yield outcomes from USPTO patents with 853,638 reactions. Task: Predict the reaction yield, written as a fraction of the theoretical maximum amount of product (1.0 means a 100% yield; for example, 0.34 means a 34% yield). (1) The reactants are [F:1][CH2:2][C:3]1([S:6]([NH:9]C(=O)OC(C)(C)C)(=[O:8])=[O:7])[CH2:5][CH2:4]1.C(O)(C(F)(F)F)=O. The catalyst is C(Cl)Cl. The product is [F:1][CH2:2][C:3]1([S:6]([NH2:9])(=[O:8])=[O:7])[CH2:5][CH2:4]1. The yield is 1.00. (2) The reactants are [Br:1][C:2]1[CH:7]=[C:6]([F:8])[CH:5]=[CH:4][C:3]=1[C@H:9]1[C:14]([C:15]([O:17][CH2:18][CH3:19])=[O:16])=[C:13]([CH2:20]Br)[NH:12][C:11]([C:22]2[S:23][CH:24]=[CH:25][N:26]=2)=[N:10]1.[NH:27]1[CH2:32][CH2:31][O:30][CH2:29][CH2:28]1. The catalyst is C(O)C. The product is [Br:1][C:2]1[CH:7]=[C:6]([F:8])[CH:5]=[CH:4][C:3]=1[C@H:9]1[C:14]([C:15]([O:17][CH2:18][CH3:19])=[O:16])=[C:13]([CH2:20][N:27]2[CH2:32][CH2:31][O:30][CH2:29][CH2:28]2)[NH:12][C:11]([C:22]2[S:23][CH:24]=[CH:25][N:26]=2)=[N:10]1. The yield is 0.740. (3) The reactants are Br[C:2]1[CH:12]=[CH:11][C:5]2[N:6]([CH3:10])[CH2:7][CH2:8][O:9][C:4]=2[CH:3]=1.C([Li])CCC.CCCCCC.[CH2:24]([O:26][C:27]1[CH:28]=[C:29]([CH:36]=[CH:37][C:38]=1[O:39][CH3:40])[C:30](N(OC)C)=[O:31])[CH3:25]. The catalyst is C1COCC1.O.C(O)(C)C. The product is [CH2:24]([O:26][C:27]1[CH:28]=[C:29]([C:30]([C:2]2[CH:12]=[CH:11][C:5]3[N:6]([CH3:10])[CH2:7][CH2:8][O:9][C:4]=3[CH:3]=2)=[O:31])[CH:36]=[CH:37][C:38]=1[O:39][CH3:40])[CH3:25]. The yield is 0.870. (4) The reactants are FC(F)(F)C(O)=[O:4].C([C@@H]1C(OC)=[N:15][C@@H:14]([CH2:19][C@@H:20]([C:23]2[CH:28]=[CH:27][CH:26]=[CH:25][CH:24]=2)[CH2:21][CH3:22])[C:13]([O:29][CH3:30])=N1)(C)C.C(=O)([O-])[O-].[Na+].[Na+]. The catalyst is O.C(#N)C. The product is [CH3:30][O:29][C:13](=[O:4])[C@@H:14]([NH2:15])[CH2:19][C@@H:20]([C:23]1[CH:28]=[CH:27][CH:26]=[CH:25][CH:24]=1)[CH2:21][CH3:22]. The yield is 0.850. (5) The reactants are C(N1C(C2CCN(C3COC3)CC2)=CC(C2C=C(C(F)(F)F)C(N)=NC=2)=N1)(C)C.I[C:31]1[CH:35]=[C:34]([CH:36]2[CH2:41][CH2:40][N:39]([C:42]([O:44][C:45]([CH3:48])([CH3:47])[CH3:46])=[O:43])[CH2:38][CH2:37]2)[N:33]([CH:49]([CH3:51])[CH3:50])[N:32]=1.CC1(C)C(C)(C)OC([C:60]2[CH:61]=[C:62]3[C:68]([C:69]#[N:70])=[CH:67][NH:66][C:63]3=[N:64][CH:65]=2)O1. No catalyst specified. The product is [C:69]([C:68]1[C:62]2[C:63](=[N:64][CH:65]=[C:60]([C:31]3[CH:35]=[C:34]([CH:36]4[CH2:41][CH2:40][N:39]([C:42]([O:44][C:45]([CH3:48])([CH3:47])[CH3:46])=[O:43])[CH2:38][CH2:37]4)[N:33]([CH:49]([CH3:51])[CH3:50])[N:32]=3)[CH:61]=2)[NH:66][CH:67]=1)#[N:70]. The yield is 0.590.